From a dataset of Full USPTO retrosynthesis dataset with 1.9M reactions from patents (1976-2016). Predict the reactants needed to synthesize the given product. Given the product [O:16]([C:2]1[CH:9]=[CH:8][C:5]([CH:6]=[O:7])=[CH:4][CH:3]=1)[C:10]1[CH:15]=[CH:14][CH:13]=[CH:12][CH:11]=1, predict the reactants needed to synthesize it. The reactants are: F[C:2]1[CH:9]=[CH:8][C:5]([CH:6]=[O:7])=[CH:4][CH:3]=1.[C:10]1([OH:16])[CH:15]=[CH:14][CH:13]=[CH:12][CH:11]=1.C(=O)([O-])[O-].[K+].[K+].CN(C=O)C.